This data is from Reaction yield outcomes from USPTO patents with 853,638 reactions. The task is: Predict the reaction yield, written as a fraction of the theoretical maximum amount of product (1.0 means a 100% yield; for example, 0.34 means a 34% yield). (1) The reactants are C(O)(=O)C.[C:5]([N:8]1[C:17]2[CH:16]=[CH:15][C:14]([NH2:18])=[CH:13][C:12]=2[C:11]2[N:19]([C:25]3[CH:33]=[CH:32][C:28]4[O:29][CH2:30][O:31][C:27]=4[CH:26]=3)[N:20]=[C:21]([C:22]([NH2:24])=[O:23])[C:10]=2[CH2:9]1)(=[O:7])[CH3:6].[CH3:34][S:35](Cl)(=[O:37])=[O:36]. The catalyst is N1C=CC=CC=1. The product is [C:5]([N:8]1[C:17]2[CH:16]=[CH:15][C:14]([NH:18][S:35]([CH3:34])(=[O:37])=[O:36])=[CH:13][C:12]=2[C:11]2[N:19]([C:25]3[CH:33]=[CH:32][C:28]4[O:29][CH2:30][O:31][C:27]=4[CH:26]=3)[N:20]=[C:21]([C:22]([NH2:24])=[O:23])[C:10]=2[CH2:9]1)(=[O:7])[CH3:6]. The yield is 0.250. (2) The reactants are [H-].[Na+].[S:3]1[C:7]2[CH:8]=[CH:9][CH:10]=[CH:11][C:6]=2[N:5]=[C:4]1[NH:12][C@@H:13]1[CH2:16][C@H:15](O)[CH2:14]1.F[C:19]1[C:24]([CH:25]2[CH2:30][CH2:29][O:28][CH2:27][CH2:26]2)=[CH:23][C:22]([F:31])=[CH:21][N:20]=1.[NH4+].[Cl-]. The catalyst is CN(C=O)C.CCOC(C)=O. The product is [S:3]1[C:7]2[CH:8]=[CH:9][CH:10]=[CH:11][C:6]=2[N:5]=[C:4]1[NH:12][C@H:13]1[CH2:16][C@H:15]([C:19]2[C:24]([CH:25]3[CH2:26][CH2:27][O:28][CH2:29][CH2:30]3)=[CH:23][C:22]([F:31])=[CH:21][N:20]=2)[CH2:14]1. The yield is 0.100. (3) The reactants are Cl.[CH2:2]([O:9][C:10]1[C:11](=[O:19])[CH:12]=[C:13]([CH2:17]Cl)[N:14]([CH3:16])[CH:15]=1)[C:3]1[CH:8]=[CH:7][CH:6]=[CH:5][CH:4]=1.[NH2:20][C@H:21]([C:23]([NH:25][CH3:26])=[O:24])[CH3:22].Cl.C(N(C(C)C)CC)(C)C. The catalyst is CC#N. The product is [CH2:2]([O:9][C:10]1[C:11](=[O:19])[CH:12]=[C:13]([CH2:17][NH:20][C@@H:21]([CH3:22])[C:23]([NH:25][CH3:26])=[O:24])[N:14]([CH3:16])[CH:15]=1)[C:3]1[CH:8]=[CH:7][CH:6]=[CH:5][CH:4]=1. The yield is 0.870. (4) The reactants are Cl[C:2]1[CH:11]=[CH:10][C:9]2[C:4](=[CH:5][CH:6]=[CH:7][N:8]=2)[N:3]=1.[CH3:12]OC1C=CC=C(OC)C=1C1C=CC=CC=1P(C1CCCCC1)C1CCCCC1.[O-]P([O-])([O-])=O.[K+].[K+].[K+].[CH3:49][CH2:50][O:51][C:52]([CH3:54])=[O:53]. The catalyst is C1COCC1.O. The product is [N:3]1[C:4]2[C:9](=[N:8][CH:7]=[CH:6][CH:5]=2)[CH:10]=[CH:11][C:2]=1[CH:12]=[CH:54][C:52]([O:51][CH2:50][CH3:49])=[O:53]. The yield is 0.900.